Predict the product of the given reaction. From a dataset of Forward reaction prediction with 1.9M reactions from USPTO patents (1976-2016). Given the reactants C(NC(C)C)(C)C.C([Li])CCC.C[O:14][CH2:15][C:16]([O:18][CH2:19]C)=O.[F:21][C:22]([F:29])([F:28])[C:23](OCC)=O.[C:30]([S:33][CH2:34][C:35]1[CH:40]=[CH:39][CH:38]=[CH:37][CH:36]=1)(=[NH:32])[NH2:31], predict the reaction product. The product is: [CH2:34]([S:33][C:30]1[NH:32][C:15](=[O:14])[C:16]([O:18][CH3:19])=[C:23]([C:22]([F:21])([F:28])[F:29])[N:31]=1)[C:35]1[CH:40]=[CH:39][CH:38]=[CH:37][CH:36]=1.